From a dataset of Forward reaction prediction with 1.9M reactions from USPTO patents (1976-2016). Predict the product of the given reaction. (1) Given the reactants [F:1][CH:2]([F:25])[C:3]1[N:8]2[N:9]=[CH:10][C:11]([C:12]([OH:14])=O)=[C:7]2[N:6]=[C:5]([C:15]2[CH:20]=[CH:19][C:18]([C:21]([F:24])([F:23])[F:22])=[CH:17][CH:16]=2)[CH:4]=1.[N:26]1([S:32]([C:35]2[CH:36]=[C:37]([NH2:41])[CH:38]=[CH:39][CH:40]=2)(=[O:34])=[O:33])[CH2:31][CH2:30][O:29][CH2:28][CH2:27]1.N1N2C=CC=NC2=C(C(O)=O)C=1.C(Cl)(=O)C(Cl)=O.NC1C=CC=CC=1, predict the reaction product. The product is: [N:26]1([S:32]([C:35]2[CH:36]=[C:37]([NH:41][C:12]([C:11]3[CH:10]=[N:9][N:8]4[C:3]([CH:2]([F:25])[F:1])=[CH:4][C:5]([C:15]5[CH:20]=[CH:19][C:18]([C:21]([F:22])([F:24])[F:23])=[CH:17][CH:16]=5)=[N:6][C:7]=34)=[O:14])[CH:38]=[CH:39][CH:40]=2)(=[O:34])=[O:33])[CH2:27][CH2:28][O:29][CH2:30][CH2:31]1. (2) Given the reactants [CH3:1][C:2]1[NH:7][C:6]([CH3:8])=[C:5]([C:9]([O:11][C:12]([CH2:15][N:16]([CH2:18][CH2:19][CH:20]([C:27]2[CH:28]=[CH:29][CH:30]=[CH:31][CH:32]=2)[C:21]2[CH:22]=[CH:23][CH:24]=[CH:25][CH:26]=2)[CH3:17])([CH3:14])[CH3:13])=[O:10])[CH:4]([C:33]2[CH:34]=[CH:35][CH:36]=[C:37]([N+:39]([O-:41])=[O:40])[CH:38]=2)[C:3]=1[C:42]([O:44][CH3:45])=[O:43].[C:46]1([S:52]([OH:55])(=[O:54])=[O:53])[CH:51]=[CH:50][CH:49]=[CH:48][CH:47]=1, predict the reaction product. The product is: [CH3:1][C:2]1[NH:7][C:6]([CH3:8])=[C:5]([C:9]([O:11][C:12]([CH2:15][N:16]([CH2:18][CH2:19][CH:20]([C:21]2[CH:22]=[CH:23][CH:24]=[CH:25][CH:26]=2)[C:27]2[CH:28]=[CH:29][CH:30]=[CH:31][CH:32]=2)[CH3:17])([CH3:13])[CH3:14])=[O:10])[CH:4]([C:33]2[CH:34]=[CH:35][CH:36]=[C:37]([N+:39]([O-:41])=[O:40])[CH:38]=2)[C:3]=1[C:42]([O:44][CH3:45])=[O:43].[S:52]([C:46]1[CH:51]=[CH:50][CH:49]=[CH:48][CH:47]=1)([O-:55])(=[O:54])=[O:53]. (3) Given the reactants Cl.O1CCOCC1.[O:8]=[C:9]([NH:27][CH2:28][CH2:29][C:30](=[O:51])[NH:31][C:32](=[O:50])[CH2:33][C:34]1[CH:39]=[CH:38][C:37]([CH2:40][CH2:41][CH2:42][CH2:43][C:44]2[CH:49]=[CH:48][CH:47]=[CH:46][CH:45]=2)=[CH:36][CH:35]=1)[C@@H:10]([NH:23]C(=O)[O-])[CH2:11][CH2:12][CH2:13][CH2:14][NH:15]C(=O)OC(C)(C)C, predict the reaction product. The product is: [NH2:23][C@@H:10]([CH2:11][CH2:12][CH2:13][CH2:14][NH2:15])[C:9]([NH:27][CH2:28][CH2:29][C:30](=[O:51])[NH:31][C:32](=[O:50])[CH2:33][C:34]1[CH:35]=[CH:36][C:37]([CH2:40][CH2:41][CH2:42][CH2:43][C:44]2[CH:45]=[CH:46][CH:47]=[CH:48][CH:49]=2)=[CH:38][CH:39]=1)=[O:8]. (4) Given the reactants [C:1]([C:3]1[CH:4]=[C:5]2[C:9](=[CH:10][CH:11]=1)[N:8]([S:12]([C:15]1[CH:20]=[CH:19][C:18]([O:21][CH3:22])=[CH:17][CH:16]=1)(=[O:14])=[O:13])[C:7](=[O:23])[C@@:6]2([NH:33][C:34]([N:36]1[CH2:39][C:38]2([CH2:42][NH:41][CH2:40]2)[CH2:37]1)=[O:35])[C:24]1[C:25]([O:30][CH2:31][CH3:32])=[N:26][CH:27]=[CH:28][CH:29]=1)#[N:2].[O:43]1[CH2:48][CH2:47][N:46]([CH2:49][CH:50]=O)[CH2:45][CH2:44]1.C([O-])(=O)C.[Na+].C(O)(=O)C.[BH3-]C#N.[Na+].C([O-])([O-])=O.[K+].[K+], predict the reaction product. The product is: [C:1]([C:3]1[CH:4]=[C:5]2[C:9](=[CH:10][CH:11]=1)[N:8]([S:12]([C:15]1[CH:16]=[CH:17][C:18]([O:21][CH3:22])=[CH:19][CH:20]=1)(=[O:14])=[O:13])[C:7](=[O:23])[C@@:6]2([NH:33][C:34]([N:36]1[CH2:37][C:38]2([CH2:40][N:41]([CH2:50][CH2:49][N:46]3[CH2:47][CH2:48][O:43][CH2:44][CH2:45]3)[CH2:42]2)[CH2:39]1)=[O:35])[C:24]1[C:25]([O:30][CH2:31][CH3:32])=[N:26][CH:27]=[CH:28][CH:29]=1)#[N:2]. (5) The product is: [CH:12]1([O:17][C:18](=[O:25])[C@@H:19]([NH2:24])[CH2:20][CH:21]([CH3:22])[CH3:23])[CH2:13][CH2:14][CH2:15][CH2:16]1. Given the reactants C1(C)C=CC(S(O)(=O)=O)=CC=1.[CH:12]1([O:17][C:18](=[O:25])[C@@H:19]([NH2:24])[CH2:20][CH:21]([CH3:23])[CH3:22])[CH2:16][CH2:15][CH2:14][CH2:13]1, predict the reaction product.